Predict the reactants needed to synthesize the given product. From a dataset of Full USPTO retrosynthesis dataset with 1.9M reactions from patents (1976-2016). Given the product [S:4]1[CH:5]=[CH:6][CH:7]=[C:3]1[Si:12]([C:3]1[S:4][CH:5]=[CH:6][CH:7]=1)([O:13][CH3:14])[O:11][CH3:10], predict the reactants needed to synthesize it. The reactants are: [Mg].Br[C:3]1[S:4][CH:5]=[CH:6][CH:7]=1.II.[CH3:10][O:11][Si:12](OC)(OC)[O:13][CH3:14].